This data is from Catalyst prediction with 721,799 reactions and 888 catalyst types from USPTO. The task is: Predict which catalyst facilitates the given reaction. Reactant: [C:1]([O:5][C:6]([NH:8][C@@H:9]([CH3:13])[C:10]([OH:12])=O)=[O:7])([CH3:4])([CH3:3])[CH3:2].Cl.CN(C)CCCN=C=NCC.O.O[N:28]1[C:32]2[CH:33]=[CH:34][CH:35]=[CH:36][C:31]=2N=N1.C(N1CCOCC1)C.C1(N)CCCCC1. Product: [C:1]([O:5][C:6](=[O:7])[NH:8][C@H:9]([C:10](=[O:12])[NH:28][CH:32]1[CH2:33][CH2:34][CH2:35][CH2:36][CH2:31]1)[CH3:13])([CH3:2])([CH3:3])[CH3:4]. The catalyst class is: 2.